Dataset: Forward reaction prediction with 1.9M reactions from USPTO patents (1976-2016). Task: Predict the product of the given reaction. (1) The product is: [Br:1][C:2]1[CH:7]=[CH:6][C:5]([S:8]([N:17]2[CH2:16][C@@H:15]3[CH2:20][C@H:18]2[CH2:19][N:14]3[CH3:13])(=[O:10])=[O:9])=[CH:4][CH:3]=1. Given the reactants [Br:1][C:2]1[CH:7]=[CH:6][C:5]([S:8](Cl)(=[O:10])=[O:9])=[CH:4][CH:3]=1.Br.[CH3:13][N:14]1[CH2:19][C@@H:18]2[CH2:20][C@H:15]1[CH2:16][NH:17]2.CCN(CC)CC, predict the reaction product. (2) Given the reactants [NH2:1][C@@H:2]1[CH2:7][CH2:6][CH2:5][C@H:4]([OH:8])[CH2:3]1.C(=O)(O)[O-].[Na+].Cl[CH2:15][C:16]1[CH:21]=[CH:20][CH:19]=[CH:18][CH:17]=1, predict the reaction product. The product is: [CH2:15]([N:1]([CH2:15][C:16]1[CH:21]=[CH:20][CH:19]=[CH:18][CH:17]=1)[C@@H:2]1[CH2:7][CH2:6][CH2:5][C@H:4]([OH:8])[CH2:3]1)[C:16]1[CH:21]=[CH:20][CH:19]=[CH:18][CH:17]=1. (3) Given the reactants Cl[CH2:2][C:3]1[CH:8]=[CH:7][C:6]([N:9]2[C:17]3[CH2:16][CH2:15][CH2:14][CH2:13][C:12]=3[C:11]([C:18]([F:21])([F:20])[F:19])=[N:10]2)=[CH:5][CH:4]=1.[CH3:22][NH:23][S:24]([CH3:27])(=[O:26])=[O:25], predict the reaction product. The product is: [CH3:22][N:23]([CH2:2][C:3]1[CH:8]=[CH:7][C:6]([N:9]2[C:17]3[CH2:16][CH2:15][CH2:14][CH2:13][C:12]=3[C:11]([C:18]([F:21])([F:20])[F:19])=[N:10]2)=[CH:5][CH:4]=1)[S:24]([CH3:27])(=[O:26])=[O:25]. (4) The product is: [CH:25]([C:22]1[CH:23]=[CH:24][C:19]([C:12]2[CH:13]=[CH:14][C:9]([NH:8][C:6](=[O:7])[O:5][C:1]([CH3:4])([CH3:3])[CH3:2])=[CH:10][CH:11]=2)=[N:20][CH:21]=1)=[CH:26][CH2:27][CH2:28][CH2:29][CH2:30][CH3:31]. Given the reactants [C:1]([O:5][C:6]([NH:8][C:9]1[CH:14]=[CH:13][C:12](B(O)O)=[CH:11][CH:10]=1)=[O:7])([CH3:4])([CH3:3])[CH3:2].Br[C:19]1[CH:24]=[CH:23][C:22]([CH:25]=[CH:26][CH2:27][CH2:28][CH2:29][CH2:30][CH2:31]C)=[CH:21][N:20]=1.[O-]P([O-])([O-])=O.[K+].[K+].[K+], predict the reaction product. (5) Given the reactants [O:1]([CH2:8][CH2:9][N:10]1[CH2:15][CH2:14][CH2:13][CH2:12][C@@H:11]1[C:16]([NH:18][C@H:19]([C:21]1[CH:30]=[CH:29][C:24]([C:25]([O:27]C)=[O:26])=[CH:23][CH:22]=1)[CH3:20])=[O:17])[C:2]1[CH:7]=[CH:6][CH:5]=[CH:4][CH:3]=1.[OH-].[Na+].[ClH:33], predict the reaction product. The product is: [ClH:33].[O:1]([CH2:8][CH2:9][N:10]1[CH2:15][CH2:14][CH2:13][CH2:12][C@@H:11]1[C:16]([NH:18][C@H:19]([C:21]1[CH:22]=[CH:23][C:24]([C:25]([OH:27])=[O:26])=[CH:29][CH:30]=1)[CH3:20])=[O:17])[C:2]1[CH:3]=[CH:4][CH:5]=[CH:6][CH:7]=1.